Dataset: Catalyst prediction with 721,799 reactions and 888 catalyst types from USPTO. Task: Predict which catalyst facilitates the given reaction. (1) Reactant: [H-].[Na+].[CH2:3]([OH:10])[C:4]1[CH:9]=[CH:8][CH:7]=[CH:6][CH:5]=1.[O:11]1[C:15]2[CH:16]=[CH:17][C:18]([NH:20][C:21]3[C:26]([C:27]#[N:28])=[C:25](Cl)[N:24]=[C:23]([S:30][CH3:31])[N:22]=3)=[CH:19][C:14]=2[CH2:13][O:12]1. Product: [O:11]1[C:15]2[CH:16]=[CH:17][C:18]([NH:20][C:21]3[C:26]([C:27]#[N:28])=[C:25]([O:10][CH2:3][C:4]4[CH:9]=[CH:8][CH:7]=[CH:6][CH:5]=4)[N:24]=[C:23]([S:30][CH3:31])[N:22]=3)=[CH:19][C:14]=2[CH2:13][O:12]1. The catalyst class is: 37. (2) Reactant: [OH:1][C@H:2]([C@H:6]1[O:11][CH2:10][CH2:9][N:8]([C:12]2[CH:17]=[CH:16][C:15]([CH3:18])=[CH:14][CH:13]=2)[C:7]1=[O:19])[C:3]([OH:5])=O.[NH2:20][C:21]1[CH:22]=[C:23]([CH:26]=[CH:27][C:28]=1[NH2:29])[C:24]#[N:25].CN(C(ON1N=NC2C=CC=NC1=2)=[N+](C)C)C.F[P-](F)(F)(F)(F)F.C(N(C(C)C)C(C)C)C. Product: [NH2:29][C:28]1[CH:27]=[CH:26][C:23]([C:24]#[N:25])=[CH:22][C:21]=1[NH:20][C:3](=[O:5])[C@H:2]([OH:1])[C@H:6]1[O:11][CH2:10][CH2:9][N:8]([C:12]2[CH:17]=[CH:16][C:15]([CH3:18])=[CH:14][CH:13]=2)[C:7]1=[O:19]. The catalyst class is: 31.